This data is from Forward reaction prediction with 1.9M reactions from USPTO patents (1976-2016). The task is: Predict the product of the given reaction. (1) Given the reactants C[O:2]C1C=CC2C=CC(=O)N3C=2C=1C(=O)CC3.[PH5].[Cl-].COC=[C:23]1[CH:28]=[CH:27][CH:26]=[CH:25][CH:24]1[PH+:29]([C:36]1[CH:41]=[CH:40][CH:39]=[CH:38][CH:37]=1)[C:30]1[CH:35]=[CH:34][CH:33]=[CH:32][CH:31]=1.CC(C)([O-])C.[K+], predict the reaction product. The product is: [C:36]1([P:29](=[O:2])([C:30]2[CH:31]=[CH:32][CH:33]=[CH:34][CH:35]=2)[C:24]2[CH:23]=[CH:28][CH:27]=[CH:26][CH:25]=2)[CH:37]=[CH:38][CH:39]=[CH:40][CH:41]=1. (2) Given the reactants [C:1]([C:3]1[CH:8]=[CH:7][C:6]([C@@H:9]2[C:14]([C:15]#[N:16])=[C:13]([CH3:17])[N:12]([C:18]3[CH:23]=[CH:22][CH:21]=[C:20]([C:24]([F:27])([F:26])[F:25])[CH:19]=3)[C:11](=[O:28])[NH:10]2)=[C:5]([S:29]([CH3:32])(=[O:31])=[O:30])[CH:4]=1)#[N:2].[H-].[Na+].Br[CH2:36][C:37]#[N:38], predict the reaction product. The product is: [C:37]([CH2:36][N:10]1[C@H:9]([C:6]2[CH:7]=[CH:8][C:3]([C:1]#[N:2])=[CH:4][C:5]=2[S:29]([CH3:32])(=[O:31])=[O:30])[C:14]([C:15]#[N:16])=[C:13]([CH3:17])[N:12]([C:18]2[CH:23]=[CH:22][CH:21]=[C:20]([C:24]([F:27])([F:26])[F:25])[CH:19]=2)[C:11]1=[O:28])#[N:38]. (3) Given the reactants [F:1][C:2]([F:24])([F:23])[S:3]([NH:6][CH2:7][CH2:8][CH2:9][CH2:10][CH2:11][NH:12][CH2:13][C:14]1[N:19]2[CH:20]=[CH:21][N:22]=[C:18]2[CH:17]=[CH:16][CH:15]=1)(=[O:5])=[O:4].[C:25](O[C:25]([O:27][C:28]([CH3:31])([CH3:30])[CH3:29])=[O:26])([O:27][C:28]([CH3:31])([CH3:30])[CH3:29])=[O:26], predict the reaction product. The product is: [C:28]([O:27][C:25]([N:12]([CH2:13][C:14]1[N:19]2[CH:20]=[CH:21][N:22]=[C:18]2[CH:17]=[CH:16][CH:15]=1)[CH2:11][CH2:10][CH2:9][CH2:8][CH2:7][NH:6][S:3]([C:2]([F:1])([F:23])[F:24])(=[O:5])=[O:4])=[O:26])([CH3:31])([CH3:30])[CH3:29]. (4) Given the reactants Br[C:2]1[C:10]2[C:9]([NH:11][C@H:12]([C:14]3[N:19]([C:20]4[CH:25]=[CH:24][CH:23]=[CH:22][CH:21]=4)[C:18](=[O:26])[C:17]4=[C:27]([CH3:30])[CH:28]=[CH:29][N:16]4[N:15]=3)[CH3:13])=[N:8][CH:7]=[N:6][C:5]=2[N:4]([CH2:31][O:32][CH2:33][CH2:34][Si:35]([CH3:38])([CH3:37])[CH3:36])[CH:3]=1.[CH3:39][O:40][C:41]1[CH:42]=[C:43]([CH:45]=[CH:46][C:47]=1B1OC(C)(C)C(C)(C)O1)[NH2:44].C(=O)([O-])[O-].[Na+].[Na+].[Cl-].[NH4+], predict the reaction product. The product is: [NH2:44][C:43]1[CH:45]=[CH:46][C:47]([C:2]2[C:10]3[C:9]([NH:11][C@H:12]([C:14]4[N:19]([C:20]5[CH:25]=[CH:24][CH:23]=[CH:22][CH:21]=5)[C:18](=[O:26])[C:17]5=[C:27]([CH3:30])[CH:28]=[CH:29][N:16]5[N:15]=4)[CH3:13])=[N:8][CH:7]=[N:6][C:5]=3[N:4]([CH2:31][O:32][CH2:33][CH2:34][Si:35]([CH3:38])([CH3:37])[CH3:36])[CH:3]=2)=[C:41]([O:40][CH3:39])[CH:42]=1. (5) The product is: [CH3:11][O:10][CH2:9][CH2:8][O:7][AlH2-:6][O:5][CH2:4][CH2:3][O:2][CH3:1].[Na+:12].[ClH:28].[CH3:13][O:14][C:15]1[CH:16]=[C:17]([CH2:23][CH2:24][O:25][C@@H:26]2[CH2:27][CH2:39][CH2:38][CH2:37][C@H:42]2[N:36]2[CH2:33][CH2:35][C@@H:9]([OH:10])[CH2:8]2)[CH:18]=[CH:19][C:20]=1[O:21][CH3:22]. Given the reactants [CH3:1][O:2][CH2:3][CH2:4][O:5][AlH2-:6][O:7][CH2:8][CH2:9][O:10][CH3:11].[Na+:12].[CH3:13][O:14][C:15]1[CH:16]=[C:17]([CH2:23][CH2:24][O:25]/[C:26](=N/[H])/[C:27](Cl)(Cl)[Cl:28])[CH:18]=[CH:19][C:20]=1[O:21][CH3:22].[CH:33]([NH2:36])([CH3:35])C.[C:37]1(C)[CH:42]=CC=[CH:39][CH:38]=1, predict the reaction product. (6) Given the reactants [CH3:1][O:2][C:3]1[CH:4]=[CH:5][C:6]2[N:12]([C:13](=[O:51])[CH2:14][N:15]3[C:21]4[CH:22]=[CH:23][CH:24]=[CH:25][C:20]=4[N:19]([C:26]4[CH:31]=[CH:30][CH:29]=[CH:28][CH:27]=4)[C:18](=[O:32])[CH:17]([CH2:33][C:34]4[C:42]5[C:37](=[CH:38][CH:39]=[CH:40][CH:41]=5)[N:36](C(OC(C)(C)C)=O)[N:35]=4)[C:16]3=[O:50])[CH2:11][CH2:10][CH2:9][CH2:8][C:7]=2[CH:52]=1.FC(F)(F)C(O)=O, predict the reaction product. The product is: [NH:36]1[C:37]2[C:42](=[CH:41][CH:40]=[CH:39][CH:38]=2)[C:34]([CH2:33][CH:17]2[C:16](=[O:50])[N:15]([CH2:14][C:13]([N:12]3[C:6]4[CH:5]=[CH:4][C:3]([O:2][CH3:1])=[CH:52][C:7]=4[CH2:8][CH2:9][CH2:10][CH2:11]3)=[O:51])[C:21]3[CH:22]=[CH:23][CH:24]=[CH:25][C:20]=3[N:19]([C:26]3[CH:31]=[CH:30][CH:29]=[CH:28][CH:27]=3)[C:18]2=[O:32])=[N:35]1. (7) Given the reactants [Cl:1][C:2]1[CH:7]=[CH:6][C:5]([C:8]2[CH:13]=[CH:12][C:11]([CH:14]3[CH2:16][CH2:15]3)=[C:10]([CH:17]=[C:18]3[C:22]([CH3:24])([CH3:23])[O:21][C:20]([CH3:26])([CH3:25])[C:19]3=[O:27])[CH:9]=2)=[C:4]([F:28])[CH:3]=1.[OH-:29].[Li+], predict the reaction product. The product is: [Cl:1][C:2]1[CH:7]=[CH:6][C:5]([C:8]2[CH:13]=[CH:12][C:11]([CH:14]3[CH2:16][CH2:15]3)=[C:10]([CH:17]3[C:18]4([C:19](=[O:27])[C:20]([CH3:26])([CH3:25])[O:21][C:22]4([CH3:23])[CH3:24])[O:29]3)[CH:9]=2)=[C:4]([F:28])[CH:3]=1.